Dataset: Full USPTO retrosynthesis dataset with 1.9M reactions from patents (1976-2016). Task: Predict the reactants needed to synthesize the given product. (1) Given the product [F:30][C:29]([F:31])([F:32])[O:28][C:25]1[CH:26]=[CH:27][C:22]([CH2:21][N:14]2[CH:15]=[CH:16][C:11]3=[N:10][C:9]([C:3]4[CH:4]=[CH:5][CH:6]=[C:7]([F:8])[C:2]=4[F:1])=[N:17][C:12]3=[CH:13]2)=[CH:23][CH:24]=1, predict the reactants needed to synthesize it. The reactants are: [F:1][C:2]1[C:7]([F:8])=[CH:6][CH:5]=[CH:4][C:3]=1[C:9]1[NH:17][C:12]2[CH:13]=[N:14][CH:15]=[CH:16][C:11]=2[N:10]=1.[OH-].[Na+].Cl[CH2:21][C:22]1[CH:27]=[CH:26][C:25]([O:28][C:29]([F:32])([F:31])[F:30])=[CH:24][CH:23]=1. (2) Given the product [Br:1][C:2]1[CH:3]=[C:4]([C:5](=[O:6])[NH2:18])[CH:8]=[CH:9][C:10]=1[C:11]([O:13][CH3:14])=[O:12], predict the reactants needed to synthesize it. The reactants are: [Br:1][C:2]1[CH:3]=[C:4]([CH:8]=[CH:9][C:10]=1[C:11]([O:13][CH3:14])=[O:12])[C:5](O)=[O:6].[NH4+].[Cl-].C[N:18](C(ON1N=NC2C=CC=NC1=2)=[N+](C)C)C.F[P-](F)(F)(F)(F)F.CCN(C(C)C)C(C)C. (3) Given the product [CH3:15][O:14][C:11]1[CH:10]=[CH:9][C:8]([C:6]2[N:7]=[C:2]([NH:28][C:29]3[CH:39]=[CH:38][C:32]4[O:33][CH2:34][C:35](=[O:37])[NH:36][C:31]=4[CH:30]=3)[C:3]3[NH:18][N:17]=[CH:16][C:4]=3[N:5]=2)=[CH:13][CH:12]=1, predict the reactants needed to synthesize it. The reactants are: Cl[C:2]1[C:3]2[C:4](=[CH:16][N:17](CC3C=CC(OC)=CC=3)[N:18]=2)[N:5]=[C:6]([C:8]2[CH:13]=[CH:12][C:11]([O:14][CH3:15])=[CH:10][CH:9]=2)[N:7]=1.[NH2:28][C:29]1[CH:39]=[CH:38][C:32]2[O:33][CH2:34][C:35](=[O:37])[NH:36][C:31]=2[CH:30]=1.Cl. (4) Given the product [F:1][C:2]1[CH:3]=[CH:4][C:5]([C@@H:8]2[CH2:12][N:11]([CH2:13][CH2:14][NH:39][CH3:38])[CH2:10][C@H:9]2[NH:18][C:19]([NH:21][C:22]2[N:26]([C:27]3[CH:28]=[CH:29][CH:30]=[CH:31][CH:32]=3)[N:25]=[C:24]3[CH2:33][CH2:34][CH2:35][C:23]=23)=[O:20])=[CH:6][CH:7]=1, predict the reactants needed to synthesize it. The reactants are: [F:1][C:2]1[CH:7]=[CH:6][C:5]([C@@H:8]2[CH2:12][N:11]([CH2:13][C:14](F)(F)F)[CH2:10][C@H:9]2[NH:18][C:19]([NH:21][C:22]2[N:26]([C:27]3[CH:32]=[CH:31][CH:30]=[CH:29][CH:28]=3)[N:25]=[C:24]3[CH2:33][CH2:34][CH2:35][C:23]=23)=[O:20])=[CH:4][CH:3]=1.IC[CH2:38][N:39](C)C(C1C=CC=CC=1)(C1C=CC=CC=1)C1C=CC=CC=1.CCN(C(C)C)C(C)C.Cl.[OH-].[Na+]. (5) Given the product [I:1][C:2]1[C:10]([CH3:11])=[CH:9][CH:8]=[CH:7][C:3]=1[C:4]([O:6][CH3:12])=[O:5], predict the reactants needed to synthesize it. The reactants are: [I:1][C:2]1[C:10]([CH3:11])=[CH:9][CH:8]=[CH:7][C:3]=1[C:4]([OH:6])=[O:5].[CH2:12](Cl)Cl.CO.